Dataset: Reaction yield outcomes from USPTO patents with 853,638 reactions. Task: Predict the reaction yield, written as a fraction of the theoretical maximum amount of product (1.0 means a 100% yield; for example, 0.34 means a 34% yield). (1) The reactants are COC1C=CC([O:9][C:10](=O)[NH:11][C:12]2[CH:17]=[CH:16][C:15]([C:18]3[N:19]([CH:34]4[CH2:37][CH2:36][CH2:35]4)[C:20]4[C:25]([C:26]=3[C:27]#[N:28])=[CH:24][CH:23]=[C:22]([O:29][CH2:30][CH2:31][O:32][CH3:33])[CH:21]=4)=[CH:14][CH:13]=2)=CC=1.[CH3:39][CH:40]1[CH2:45][CH2:44][NH:43][CH2:42][CH2:41]1. The catalyst is C(Cl)Cl. The product is [C:27]([C:26]1[C:25]2[C:20](=[CH:21][C:22]([O:29][CH2:30][CH2:31][O:32][CH3:33])=[CH:23][CH:24]=2)[N:19]([CH:34]2[CH2:35][CH2:36][CH2:37]2)[C:18]=1[C:15]1[CH:16]=[CH:17][C:12]([NH:11][C:10]([N:43]2[CH2:44][CH2:45][CH:40]([CH3:39])[CH2:41][CH2:42]2)=[O:9])=[CH:13][CH:14]=1)#[N:28]. The yield is 0.680. (2) The reactants are [N+:1]([C:4]1[C:9]2[O:10][CH2:11][CH:12]=[CH:13][CH2:14][C:8]=2[CH:7]=[CH:6][CH:5]=1)([O-])=O.CO.[H][H]. The catalyst is [Pd]. The product is [O:10]1[CH2:11][CH2:12][CH2:13][CH2:14][C:8]2[CH:7]=[CH:6][CH:5]=[C:4]([NH2:1])[C:9]1=2. The yield is 0.830. (3) The reactants are C([O-])(O)=O.[Na+].C1(C)C=CC=CC=1.C(O)C.Cl[C:17]1[C:22]([C:23]([O:25][CH2:26][CH3:27])=[O:24])=[CH:21][N:20]=[C:19]([CH3:28])[N:18]=1.[CH3:29][N:30]1[C:38]2[C:33](=[CH:34][C:35](B(O)O)=[CH:36][CH:37]=2)[CH:32]=[CH:31]1. The catalyst is C(OCC)(=O)C.O.[Pd].C1(P(C2C=CC=CC=2)C2C=CC=CC=2)C=CC=CC=1.C1(P(C2C=CC=CC=2)C2C=CC=CC=2)C=CC=CC=1.C1(P(C2C=CC=CC=2)C2C=CC=CC=2)C=CC=CC=1.C1(P(C2C=CC=CC=2)C2C=CC=CC=2)C=CC=CC=1. The product is [CH3:28][C:19]1[N:18]=[C:17]([C:35]2[CH:34]=[C:33]3[C:38](=[CH:37][CH:36]=2)[N:30]([CH3:29])[CH:31]=[CH:32]3)[C:22]([C:23]([O:25][CH2:26][CH3:27])=[O:24])=[CH:21][N:20]=1. The yield is 0.530. (4) The reactants are [CH2:1]([C@H:6]1[CH2:8][C@@H:7]1[CH2:9][C:10]#[C:11][CH2:12][OH:13])[CH2:2][CH2:3][CH2:4][CH3:5].C([C@H]1C[C@@H]1C/C=C\CO)CCCC.C([C@@H]1C[C@H]1CC#CCO)CCCC. No catalyst specified. The product is [CH2:1]([C@@H:6]1[CH2:8][C@H:7]1[CH2:9]/[CH:10]=[CH:11]\[CH2:12][OH:13])[CH2:2][CH2:3][CH2:4][CH3:5]. The yield is 0.940. (5) The reactants are Cl[C:2]1[N:7]=[C:6]([NH:8][C:9]2[NH:10][N:11]=[C:12]([CH2:14][CH2:15][C:16]3[CH:21]=[C:20]([O:22][CH3:23])[CH:19]=[C:18]([Cl:24])[CH:17]=3)[CH:13]=2)[CH:5]=[CH:4][N:3]=1.Cl.[NH2:26][CH2:27][C:28]1[O:32][N:31]=[C:30]([C:33]([NH2:35])=[O:34])[CH:29]=1.C(N(C(C)C)C(C)C)C. The catalyst is COCCO. The product is [Cl:24][C:18]1[CH:17]=[C:16]([CH2:15][CH2:14][C:12]2[CH:13]=[C:9]([NH:8][C:6]3[CH:5]=[CH:4][N:3]=[C:2]([NH:26][CH2:27][C:28]4[O:32][N:31]=[C:30]([C:33]([NH2:35])=[O:34])[CH:29]=4)[N:7]=3)[NH:10][N:11]=2)[CH:21]=[C:20]([O:22][CH3:23])[CH:19]=1. The yield is 0.760. (6) The reactants are [CH3:1][Mg]Br.[CH3:4][Si:5]([CH3:14])([CH3:13])[C:6]#[C:7][CH2:8][CH2:9][C:10](=[O:12])[CH3:11]. The catalyst is C1COCC1. The product is [CH3:11][C:10]([OH:12])([CH2:9][CH2:8][C:7]#[C:6][Si:5]([CH3:4])([CH3:13])[CH3:14])[CH3:1]. The yield is 1.00. (7) The reactants are CC(OI1(OC(C)=O)(OC(C)=O)OC(=O)C2C1=CC=CC=2)=O.[C:23]1([CH2:29][CH2:30][CH2:31][CH2:32][OH:33])[CH:28]=[CH:27][CH:26]=[CH:25][CH:24]=1. The catalyst is ClCCl. The product is [C:23]1([CH2:29][CH2:30][CH2:31][CH:32]=[O:33])[CH:28]=[CH:27][CH:26]=[CH:25][CH:24]=1. The yield is 0.950. (8) The reactants are [C:1]([C:3]1[CH:8]=[C:7]([CH:9]2[CH2:13][CH2:12][CH2:11][N:10]2[C:14]([O:16][C:17]([CH3:20])([CH3:19])[CH3:18])=[O:15])[CH:6]=[CH:5][N:4]=1)#[N:2].[C:21](OC)(=[O:29])[C:22]1[C:23](=[CH:25][CH:26]=[CH:27][CH:28]=1)[SH:24].C(N(CC)CC)C. The catalyst is C1(C)C=CC=CC=1. The product is [O:29]=[C:21]1[C:22]2[CH:28]=[CH:27][CH:26]=[CH:25][C:23]=2[S:24][C:1]([C:3]2[CH:8]=[C:7]([CH:9]3[CH2:13][CH2:12][CH2:11][N:10]3[C:14]([O:16][C:17]([CH3:20])([CH3:19])[CH3:18])=[O:15])[CH:6]=[CH:5][N:4]=2)=[N:2]1. The yield is 0.630.